This data is from Catalyst prediction with 721,799 reactions and 888 catalyst types from USPTO. The task is: Predict which catalyst facilitates the given reaction. Reactant: [C:1]([C:3]1[CH:4]=[C:5]([CH:18]=[CH:19][CH:20]=1)[C:6]([NH:8][C:9]1[CH:14]=[CH:13][CH:12]=[CH:11][C:10]=1[N+:15]([O-])=O)=[O:7])#[N:2]. Product: [C:1]([C:3]1[CH:4]=[C:5]([CH:18]=[CH:19][CH:20]=1)[C:6]([NH:8][C:9]1[C:10]([NH2:15])=[CH:11][CH:12]=[CH:13][CH:14]=1)=[O:7])#[N:2]. The catalyst class is: 153.